From a dataset of Catalyst prediction with 721,799 reactions and 888 catalyst types from USPTO. Predict which catalyst facilitates the given reaction. Reactant: [Si:1]([O:18][CH2:19][CH2:20][CH2:21][CH:22]=[O:23])([C:14]([CH3:17])([CH3:16])[CH3:15])([C:8]1[CH:13]=[CH:12][CH:11]=[CH:10][CH:9]=1)[C:2]1[CH:7]=[CH:6][CH:5]=[CH:4][CH:3]=1.O[CH2:25][CH2:26][NH2:27]. Product: [Si:1]([O:18][CH2:19][CH2:20][CH2:21][CH:22]1[NH:27][CH2:26][CH2:25][O:23]1)([C:14]([CH3:16])([CH3:17])[CH3:15])([C:8]1[CH:9]=[CH:10][CH:11]=[CH:12][CH:13]=1)[C:2]1[CH:3]=[CH:4][CH:5]=[CH:6][CH:7]=1. The catalyst class is: 48.